Regression. Given a peptide amino acid sequence and an MHC pseudo amino acid sequence, predict their binding affinity value. This is MHC class I binding data. From a dataset of Peptide-MHC class I binding affinity with 185,985 pairs from IEDB/IMGT. (1) The peptide sequence is RQNAPFEPI. The MHC is HLA-A02:01 with pseudo-sequence HLA-A02:01. The binding affinity (normalized) is 0.590. (2) The peptide sequence is VFQAKSAFV. The MHC is HLA-A24:02 with pseudo-sequence HLA-A24:02. The binding affinity (normalized) is 0.355.